From a dataset of Forward reaction prediction with 1.9M reactions from USPTO patents (1976-2016). Predict the product of the given reaction. (1) Given the reactants Br[C:2]1[CH:30]=[CH:29][CH:28]=[CH:27][C:3]=1[CH2:4][N:5]1[C:9]([CH3:11])([CH3:10])[C:8](=[O:12])[N:7]([C:13]2[CH:18]=[CH:17][C:16]([O:19][C:20]3[CH:25]=[CH:24][CH:23]=[CH:22][CH:21]=3)=[CH:15][CH:14]=2)[C:6]1=[O:26].[F:31][C:32]1[CH:38]=[C:37]([F:39])[CH:36]=[CH:35][C:33]=1[NH2:34], predict the reaction product. The product is: [F:31][C:32]1[CH:38]=[C:37]([F:39])[CH:36]=[CH:35][C:33]=1[NH:34][C:2]1[CH:30]=[CH:29][CH:28]=[CH:27][C:3]=1[CH2:4][N:5]1[C:9]([CH3:11])([CH3:10])[C:8](=[O:12])[N:7]([C:13]2[CH:18]=[CH:17][C:16]([O:19][C:20]3[CH:25]=[CH:24][CH:23]=[CH:22][CH:21]=3)=[CH:15][CH:14]=2)[C:6]1=[O:26]. (2) Given the reactants [Cl:1][C:2]1[CH:3]=[CH:4][C:5]([O:11][CH2:12][C:13]2[CH:18]=[CH:17][C:16]([Cl:19])=[CH:15][C:14]=2[F:20])=[C:6](B(O)O)[CH:7]=1.Cl.Cl[CH2:23][C:24]1[N:29]=[C:28]([C:30]([O:32][CH2:33][CH3:34])=[O:31])[CH:27]=[CH:26][CH:25]=1.C(=O)([O-])[O-].[K+].[K+].C1(C)C=CC=CC=1.C(O)C, predict the reaction product. The product is: [Cl:1][C:2]1[CH:3]=[CH:4][C:5]([O:11][CH2:12][C:13]2[CH:18]=[CH:17][C:16]([Cl:19])=[CH:15][C:14]=2[F:20])=[C:6]([CH2:23][C:24]2[N:29]=[C:28]([C:30]([O:32][CH2:33][CH3:34])=[O:31])[CH:27]=[CH:26][CH:25]=2)[CH:7]=1. (3) Given the reactants [OH:1][CH2:2][C:3]1([CH3:15])[CH2:7][CH2:6][N:5](C(OC(C)(C)C)=O)[CH2:4]1.CO.[ClH:18], predict the reaction product. The product is: [ClH:18].[CH3:15][C:3]1([CH2:2][OH:1])[CH2:7][CH2:6][NH:5][CH2:4]1. (4) Given the reactants [CH2:1]([C:5]1[S:9][C:8]([SH:10])=[N:7][N:6]=1)[CH2:2][CH2:3][CH3:4].[H-].[Na+].Cl[C:14]1[C:15]([C:20]#[N:21])=[N:16][CH:17]=[CH:18][N:19]=1, predict the reaction product. The product is: [CH2:1]([C:5]1[S:9][C:8]([S:10][C:14]2[C:15]([C:20]#[N:21])=[N:16][CH:17]=[CH:18][N:19]=2)=[N:7][N:6]=1)[CH2:2][CH2:3][CH3:4]. (5) Given the reactants [NH:1]1[CH2:6][CH2:5][O:4][CH2:3][CH2:2]1.C(O)(=O)C.[CH2:11]([N:13]1[C:19](=[O:20])[C:18]([CH3:22])([CH3:21])[C:17](=[O:23])[N:16]([CH3:24])[C:15]2[CH:25]=[C:26]([CH2:29][N:30]([CH2:44][C:45]3[CH:52]=[CH:51][CH:50]=[CH:49][C:46]=3[CH:47]=O)[CH2:31][CH2:32][N:33]3[CH:38]=[CH:37][C:36]4[O:39][C:40]([CH3:42])=[CH:41][C:35]=4[C:34]3=[O:43])[CH:27]=[CH:28][C:14]1=2)[CH3:12].C(O[BH-](OC(=O)C)OC(=O)C)(=O)C.[Na+], predict the reaction product. The product is: [CH2:11]([N:13]1[C:19](=[O:20])[C:18]([CH3:21])([CH3:22])[C:17](=[O:23])[N:16]([CH3:24])[C:15]2[CH:25]=[C:26]([CH2:29][N:30]([CH2:31][CH2:32][N:33]3[CH:38]=[CH:37][C:36]4[O:39][C:40]([CH3:42])=[CH:41][C:35]=4[C:34]3=[O:43])[CH2:44][C:45]3[CH:52]=[CH:51][CH:50]=[CH:49][C:46]=3[CH2:47][N:1]3[CH2:6][CH2:5][O:4][CH2:3][CH2:2]3)[CH:27]=[CH:28][C:14]1=2)[CH3:12]. (6) The product is: [CH2:17]([C:5]1[CH:6]=[C:7]([O:9][CH2:10][CH2:11][CH2:12][S:13]([CH3:16])(=[O:15])=[O:14])[CH:8]=[C:3]([CH2:1][CH3:2])[C:4]=1[C:19]1[CH:24]=[CH:23][CH:22]=[C:21]([CH2:25][O:26][C:27]2[CH:40]=[CH:39][C:30]3[C@H:31]([CH2:34][C:35]([OH:37])=[O:36])[CH2:32][O:33][C:29]=3[CH:28]=2)[CH:20]=1)[CH3:18]. Given the reactants [CH2:1]([C:3]1[CH:8]=[C:7]([O:9][CH2:10][CH2:11][CH2:12][S:13]([CH3:16])(=[O:15])=[O:14])[CH:6]=[C:5]([CH2:17][CH3:18])[C:4]=1[C:19]1[CH:24]=[CH:23][CH:22]=[C:21]([CH2:25][O:26][C:27]2[CH:40]=[CH:39][C:30]3[C@H:31]([CH2:34][C:35]([O:37]C)=[O:36])[CH2:32][O:33][C:29]=3[CH:28]=2)[CH:20]=1)[CH3:2].CO.[OH-].[Na+].C(O)(=O)CC(CC(O)=O)(C(O)=O)O, predict the reaction product. (7) Given the reactants [C:1]([O:5][CH2:6][C:7]1[CH:12]=[CH:11][CH:10]=[CH:9][CH:8]=1)(=[O:4])[CH:2]=[CH2:3].CO[CH2:15][N:16]([CH2:22][C:23]1[CH:28]=[CH:27][CH:26]=[CH:25][CH:24]=1)[CH2:17][Si](C)(C)C.C(O)(C(F)(F)F)=O, predict the reaction product. The product is: [CH2:22]([N:16]1[CH2:15][CH2:3][CH:2]([C:1]([O:5][CH2:6][C:7]2[CH:12]=[CH:11][CH:10]=[CH:9][CH:8]=2)=[O:4])[CH2:17]1)[C:23]1[CH:24]=[CH:25][CH:26]=[CH:27][CH:28]=1.